This data is from Reaction yield outcomes from USPTO patents with 853,638 reactions. The task is: Predict the reaction yield, written as a fraction of the theoretical maximum amount of product (1.0 means a 100% yield; for example, 0.34 means a 34% yield). (1) The reactants are [CH2:1]([N:8]1[C:12](=[O:13])[N:11]([C:14]2[CH:15]=[N:16][N:17]([CH2:19][C:20]3[C:21]([CH3:26])=[N:22][O:23][C:24]=3[CH3:25])[CH:18]=2)[C:10](=[O:27])[NH:9]1)[C:2]1[CH:7]=[CH:6][CH:5]=[CH:4][CH:3]=1.Br[CH2:29][CH2:30][CH3:31]. No catalyst specified. The product is [CH2:1]([N:8]1[C:12](=[O:13])[N:11]([C:14]2[CH:15]=[N:16][N:17]([CH2:19][C:20]3[C:21]([CH3:26])=[N:22][O:23][C:24]=3[CH3:25])[CH:18]=2)[C:10](=[O:27])[N:9]1[CH2:29][CH2:30][CH3:31])[C:2]1[CH:3]=[CH:4][CH:5]=[CH:6][CH:7]=1. The yield is 0.380. (2) The reactants are [Cl:1][C:2]1[CH:7]=[CH:6][CH:5]=[C:4]([CH2:8]Br)[N:3]=1.[CH3:10][O:11][CH2:12][CH2:13][NH:14][CH3:15].C(=O)([O-])[O-].[K+].[K+]. The catalyst is C(#N)C. The product is [Cl:1][C:2]1[N:3]=[C:4]([CH2:8][N:14]([CH2:13][CH2:12][O:11][CH3:10])[CH3:15])[CH:5]=[CH:6][CH:7]=1. The yield is 0.940. (3) The reactants are C(N(CC)C(C)C)(C)C.[CH:10]1([N:13]2[CH:17]=[C:16]([C:18]3[CH:27]=[C:26]4[C:21]([NH:22][C@@H:23]([CH3:36])[CH2:24][N:25]4[C:28]([O:30][CH:31]4[CH2:35][CH2:34][CH2:33][CH2:32]4)=[O:29])=[CH:20][CH:19]=3)[CH:15]=[N:14]2)[CH2:12][CH2:11]1.[CH:37]1([C:40](Cl)=[O:41])[CH2:39][CH2:38]1. The catalyst is ClCCCl. The product is [CH:37]1([C:40]([N:22]2[C:21]3[C:26](=[CH:27][C:18]([C:16]4[CH:15]=[N:14][N:13]([CH:10]5[CH2:12][CH2:11]5)[CH:17]=4)=[CH:19][CH:20]=3)[N:25]([C:28]([O:30][CH:31]3[CH2:32][CH2:33][CH2:34][CH2:35]3)=[O:29])[CH2:24][C@@H:23]2[CH3:36])=[O:41])[CH2:39][CH2:38]1. The yield is 0.760. (4) The reactants are [CH3:1][N:2]([CH3:22])[C:3]1[CH:8]=[CH:7][C:6]([C:9]2[N:18]=[C:17]([C:19]([OH:21])=O)[C:16]3[C:11](=[CH:12][CH:13]=[CH:14][CH:15]=3)[N:10]=2)=[CH:5][CH:4]=1.Cl.[CH3:24][O:25][C:26]1[C:35]([O:36][CH3:37])=[CH:34][CH:33]=[C:32]2[C:27]=1[CH2:28][CH2:29][NH:30][CH2:31]2. No catalyst specified. The product is [CH3:1][N:2]([CH3:22])[C:3]1[CH:8]=[CH:7][C:6]([C:9]2[N:18]=[C:17]([C:19]([N:30]3[CH2:29][CH2:28][C:27]4[C:32](=[CH:33][CH:34]=[C:35]([O:36][CH3:37])[C:26]=4[O:25][CH3:24])[CH2:31]3)=[O:21])[C:16]3[C:11](=[CH:12][CH:13]=[CH:14][CH:15]=3)[N:10]=2)=[CH:5][CH:4]=1. The yield is 0.110. (5) The reactants are [OH:1][C:2]1[CH:11]=[CH:10][C:5]([C:6]([NH:8][NH2:9])=[O:7])=[CH:4][CH:3]=1.[CH2:12]([C:14]1[S:18][C:17]([CH:19]=O)=[CH:16][CH:15]=1)[CH3:13]. The catalyst is C(O)(=O)C.CCO. The product is [CH2:12]([C:14]1[S:18][C:17]([CH:19]=[N:9][NH:8][C:6](=[O:7])[C:5]2[CH:10]=[CH:11][C:2]([OH:1])=[CH:3][CH:4]=2)=[CH:16][CH:15]=1)[CH3:13]. The yield is 0.960.